This data is from Peptide-MHC class I binding affinity with 185,985 pairs from IEDB/IMGT. The task is: Regression. Given a peptide amino acid sequence and an MHC pseudo amino acid sequence, predict their binding affinity value. This is MHC class I binding data. (1) The peptide sequence is MEEEKRWIA. The MHC is Mamu-A11 with pseudo-sequence Mamu-A11. The binding affinity (normalized) is 0.408. (2) The peptide sequence is ALIDFLAAV. The MHC is HLA-A02:01 with pseudo-sequence HLA-A02:01. The binding affinity (normalized) is 0.898. (3) The peptide sequence is KQIANQFNK. The MHC is HLA-A68:01 with pseudo-sequence HLA-A68:01. The binding affinity (normalized) is 0.149. (4) The peptide sequence is YAAQGYKVL. The MHC is Patr-B0101 with pseudo-sequence Patr-B0101. The binding affinity (normalized) is 0.260. (5) The peptide sequence is KTIQGGLGW. The MHC is HLA-A03:01 with pseudo-sequence HLA-A03:01. The binding affinity (normalized) is 0.0847. (6) The MHC is HLA-A26:01 with pseudo-sequence HLA-A26:01. The binding affinity (normalized) is 0.0847. The peptide sequence is RGYVWTNGY. (7) The peptide sequence is YAMMSLFDM. The MHC is HLA-B51:01 with pseudo-sequence HLA-B51:01. The binding affinity (normalized) is 0.0847.